The task is: Predict the reactants needed to synthesize the given product.. This data is from Full USPTO retrosynthesis dataset with 1.9M reactions from patents (1976-2016). Given the product [CH3:8][O:7][C:1]1[CH:6]=[CH:5][C:4]([C:9](=[O:12])[CH:10]=[CH2:11])=[CH:3][CH:2]=1, predict the reactants needed to synthesize it. The reactants are: [C:1]1([O:7][CH3:8])[CH:6]=[CH:5][CH:4]=[CH:3][CH:2]=1.[C:9](Cl)(=[O:12])[CH:10]=[CH2:11].[Cl-].[Al+3].[Cl-].[Cl-].